From a dataset of Full USPTO retrosynthesis dataset with 1.9M reactions from patents (1976-2016). Predict the reactants needed to synthesize the given product. Given the product [CH2:1]([C:3]1[CH:4]=[CH:5][C:6]2[N+:11]([O-:12])=[N:10][C:9]([NH:13][CH2:14][CH2:15][CH2:16][N:17]3[CH2:18][CH2:19][O:20][CH2:21][CH2:22]3)=[N+:8]([O-:28])[C:7]=2[CH:23]=1)[CH3:2], predict the reactants needed to synthesize it. The reactants are: [CH2:1]([C:3]1[CH:4]=[CH:5][C:6]2[N+:11]([O-:12])=[N:10][C:9]([NH:13][CH2:14][CH2:15][CH2:16][N:17]3[CH2:22][CH2:21][O:20][CH2:19][CH2:18]3)=[N:8][C:7]=2[CH:23]=1)[CH3:2].CO.CC[O:28]C(C)=O.